The task is: Regression. Given a peptide amino acid sequence and an MHC pseudo amino acid sequence, predict their binding affinity value. This is MHC class II binding data.. This data is from Peptide-MHC class II binding affinity with 134,281 pairs from IEDB. (1) The peptide sequence is VGADEDDIKATYDKG. The MHC is DRB1_0401 with pseudo-sequence DRB1_0401. The binding affinity (normalized) is 0. (2) The peptide sequence is IQSIPFVHLGHRDNI. The MHC is HLA-DPA10103-DPB10301 with pseudo-sequence HLA-DPA10103-DPB10301. The binding affinity (normalized) is 0.223. (3) The peptide sequence is WGAIWRIDTPDKLTGPFTVR. The MHC is DRB1_0301 with pseudo-sequence DRB1_0301. The binding affinity (normalized) is 0.570. (4) The peptide sequence is FFIVVATAAVCLLFI. The MHC is DRB1_0401 with pseudo-sequence DRB1_0401. The binding affinity (normalized) is 0.546. (5) The peptide sequence is IKEKGKDKWIALKES. The MHC is DRB1_0401 with pseudo-sequence DRB1_0401. The binding affinity (normalized) is 0.226. (6) The peptide sequence is EKKYFAATSFEPLAA. The MHC is HLA-DQA10501-DQB10201 with pseudo-sequence HLA-DQA10501-DQB10201. The binding affinity (normalized) is 0.571. (7) The peptide sequence is ITDTTIGTGDDCISI. The MHC is DRB1_0802 with pseudo-sequence DRB1_0802. The binding affinity (normalized) is 0.369. (8) The peptide sequence is CGLNSVDSLEHEMWR. The MHC is DRB1_1101 with pseudo-sequence DRB1_1101. The binding affinity (normalized) is 0.346.